The task is: Predict the reaction yield, written as a fraction of the theoretical maximum amount of product (1.0 means a 100% yield; for example, 0.34 means a 34% yield).. This data is from Reaction yield outcomes from USPTO patents with 853,638 reactions. No catalyst specified. The reactants are Br[C:2]1[CH:7]=[CH:6][CH:5]=[C:4]([CH2:8][F:9])[N:3]=1.[CH2:10]([C:14]1[CH:23]=[CH:22][C:21]2[C:16](=[CH:17][CH:18]=[CH:19][CH:20]=2)[N:15]=1)[CH2:11][C:12]#[CH:13]. The product is [F:9][CH2:8][C:4]1[N:3]=[C:2]([C:13]#[C:12][CH2:11][CH2:10][C:14]2[CH:23]=[CH:22][C:21]3[C:16](=[CH:17][CH:18]=[CH:19][CH:20]=3)[N:15]=2)[CH:7]=[CH:6][CH:5]=1. The yield is 0.530.